This data is from Forward reaction prediction with 1.9M reactions from USPTO patents (1976-2016). The task is: Predict the product of the given reaction. (1) Given the reactants NC1C=CC(C(NC(C)C(N2CCCC2C(O)=O)=O)=O)=CC=1Cl.[O:24]=[C:25]1[O:29][CH:28]([O:30][CH2:31][CH2:32]C2C=CC=CC=2)[CH:27]([NH:39][C:40]([CH:42]2[CH2:46][CH2:45][CH2:44][N:43]2[C:47](=[O:61])[CH:48]([NH:50][C:51](=[O:60])[C:52]2[CH:57]=[CH:56][C:55]([NH2:58])=[C:54]([Cl:59])[CH:53]=2)[CH3:49])=[O:41])[CH2:26]1, predict the reaction product. The product is: [CH2:31]([O:30][CH:28]1[CH:27]([NH:39][C:40]([CH:42]2[CH2:46][CH2:45][CH2:44][N:43]2[C:47](=[O:61])[CH:48]([NH:50][C:51](=[O:60])[C:52]2[CH:57]=[CH:56][C:55]([NH2:58])=[C:54]([Cl:59])[CH:53]=2)[CH3:49])=[O:41])[CH2:26][C:25](=[O:24])[O:29]1)[CH3:32]. (2) The product is: [CH3:14][N:10]1[CH2:11][CH2:12][CH2:13][N:8]([C:5]2[CH:4]=[CH:3][C:2]([N:1]=[C:25]3[C:17]4=[N:16][CH:21]=[CH:20][N:19]=[C:18]4[C:22](=[O:23])[O:24]3)=[CH:7][CH:6]=2)[C:9]1=[O:15]. Given the reactants [NH2:1][C:2]1[CH:7]=[CH:6][C:5]([N:8]2[CH2:13][CH2:12][CH2:11][N:10]([CH3:14])[C:9]2=[O:15])=[CH:4][CH:3]=1.[N:16]1[CH:21]=[CH:20][N:19]=[C:18]2[C:22]([O:24][C:25](=O)[C:17]=12)=[O:23], predict the reaction product. (3) Given the reactants Br[C:2]1[CH:11]=[CH:10][CH:9]=[C:8]2[C:3]=1[CH:4]=[CH:5][CH:6]=[N:7]2.[C:12](OCC)(=[O:18])[C:13]([O:15][CH2:16][CH3:17])=[O:14], predict the reaction product. The product is: [O:18]=[C:12]([C:2]1[CH:11]=[CH:10][CH:9]=[C:8]2[C:3]=1[CH:4]=[CH:5][CH:6]=[N:7]2)[C:13]([O:15][CH2:16][CH3:17])=[O:14]. (4) Given the reactants N1C=CC=CC=1C(O)=O.[O-]P([O-])([O-])=O.[K+].[K+].[K+].I[C:19]1[CH:24]=[CH:23][C:22]([O:25][CH3:26])=[CH:21][CH:20]=1.[NH:27]1[CH2:31][CH2:30][CH2:29][C:28]1=[O:32], predict the reaction product. The product is: [CH3:26][O:25][C:22]1[CH:23]=[CH:24][C:19]([N:27]2[CH2:31][CH2:30][CH2:29][C:28]2=[O:32])=[CH:20][CH:21]=1. (5) Given the reactants [F:1][C:2]1[CH:16]=[CH:15][C:5]([CH2:6][N:7]2[CH2:12][C@H:11]([CH3:13])[NH:10][CH2:9][C@H:8]2[CH3:14])=[CH:4][CH:3]=1.C(N(CC)CC)C.[Cl:24][CH2:25][C:26](Cl)=[O:27], predict the reaction product. The product is: [Cl:24][CH2:25][C:26]([N:10]1[CH2:9][C@H:8]([CH3:14])[N:7]([CH2:6][C:5]2[CH:15]=[CH:16][C:2]([F:1])=[CH:3][CH:4]=2)[CH2:12][C@H:11]1[CH3:13])=[O:27]. (6) Given the reactants [NH:1]1[CH2:6][CH2:5][C:4](=O)[CH2:3][CH2:2]1.Cl.[F:9][C:10]([F:20])([F:19])[C:11]1[CH:16]=[CH:15][CH:14]=[CH:13][C:12]=1[NH:17]N.B(F)(F)F.CCOCC, predict the reaction product. The product is: [F:9][C:10]([F:19])([F:20])[C:11]1[C:12]2[NH:17][C:4]3[CH2:3][CH2:2][NH:1][CH2:6][C:5]=3[C:13]=2[CH:14]=[CH:15][CH:16]=1. (7) Given the reactants [N:1]1([C:6]2[CH:16]=[C:10]([C:11]([O:13][CH2:14][CH3:15])=[O:12])[C:9]([OH:17])=[CH:8][CH:7]=2)[CH:5]=[CH:4][CH:3]=[CH:2]1.Cl[C:19]1[C:28]2[C:23](=[CH:24][C:25]([O:31][CH3:32])=[C:26]([O:29][CH3:30])[CH:27]=2)[N:22]=[CH:21][CH:20]=1, predict the reaction product. The product is: [CH3:30][O:29][C:26]1[CH:27]=[C:28]2[C:23](=[CH:24][C:25]=1[O:31][CH3:32])[N:22]=[CH:21][CH:20]=[C:19]2[O:17][C:9]1[CH:8]=[CH:7][C:6]([N:1]2[CH:5]=[CH:4][CH:3]=[CH:2]2)=[CH:16][C:10]=1[C:11]([O:13][CH2:14][CH3:15])=[O:12].